Dataset: Catalyst prediction with 721,799 reactions and 888 catalyst types from USPTO. Task: Predict which catalyst facilitates the given reaction. (1) Reactant: [Br:1][C:2]1[CH:3]=[C:4]2[C:8](=[CH:9][CH:10]=1)[CH2:7][NH:6][CH2:5]2.C(N(CC)C(C)C)(C)C.Cl[C:21]([O:23][CH2:24][C:25]1[CH:30]=[CH:29][CH:28]=[CH:27][CH:26]=1)=[O:22]. Product: [Br:1][C:2]1[CH:3]=[C:4]2[C:8](=[CH:9][CH:10]=1)[CH2:7][N:6]([C:21]([O:23][CH2:24][C:25]1[CH:30]=[CH:29][CH:28]=[CH:27][CH:26]=1)=[O:22])[CH2:5]2. The catalyst class is: 4. (2) Reactant: [C:1]1([CH:7](Br)[C:8]2[CH:13]=[CH:12][CH:11]=[CH:10][CH:9]=2)[CH:6]=[CH:5][CH:4]=[CH:3][CH:2]=1.[NH:15]1[CH2:20][CH2:19][O:18][CH2:17][CH2:16]1.C(N(CC)CC)C. Product: [CH:7]([N:15]1[CH2:20][CH2:19][O:18][CH2:17][CH2:16]1)([C:8]1[CH:13]=[CH:12][CH:11]=[CH:10][CH:9]=1)[C:1]1[CH:6]=[CH:5][CH:4]=[CH:3][CH:2]=1. The catalyst class is: 22. (3) Reactant: [CH3:1][C:2]([CH3:36])([CH3:35])[CH2:3][CH2:4][C@@H:5]([N:12]1[CH2:17][CH2:16][C@@H:15]([CH2:18][C:19]([O:21]C)=[O:20])[C:14]([F:24])([F:23])[C@H:13]1[C:25]1[CH:30]=[CH:29][C:28]([C:31]([F:34])([F:33])[F:32])=[CH:27][CH:26]=1)[CH2:6][CH2:7][C:8]([F:11])([F:10])[F:9].[Li+].[OH-].O.FC(F)(F)C(O)=O. Product: [CH3:1][C:2]([CH3:36])([CH3:35])[CH2:3][CH2:4][C@@H:5]([N:12]1[CH2:17][CH2:16][C@@H:15]([CH2:18][C:19]([OH:21])=[O:20])[C:14]([F:24])([F:23])[C@H:13]1[C:25]1[CH:30]=[CH:29][C:28]([C:31]([F:34])([F:32])[F:33])=[CH:27][CH:26]=1)[CH2:6][CH2:7][C:8]([F:10])([F:9])[F:11]. The catalyst class is: 36. (4) Reactant: BrC1C=CC(S([O:11][C@@H:12]2[CH2:45][N:15]3[C:16](=[O:44])[C@@H:17]([NH:36][C:37]([O:39][C:40]([CH3:43])([CH3:42])[CH3:41])=[O:38])[CH2:18][CH2:19][CH2:20][CH2:21][CH2:22][CH:23]=[CH:24][C@@H:25]4[CH2:30][C@@:26]4([C:31]([O:33][CH2:34][CH3:35])=[O:32])[NH:27][C:28](=[O:29])[C@@H:14]3[CH2:13]2)(=O)=O)=CC=1.[CH:46]1[C:59]2[C:58]3[C:53](=[CH:54][CH:55]=[CH:56][CH:57]=3)[C:52](=[O:60])[NH:51][C:50]=2[CH:49]=[CH:48][CH:47]=1.C(=O)([O-])[O-].[Cs+].[Cs+].Cl. Product: [C:40]([O:39][C:37]([NH:36][C@@H:17]1[C:16](=[O:44])[N:15]2[CH2:45][C@H:12]([O:60][C:52]3[N:51]=[C:50]4[C:59](=[C:58]5[C:53]=3[CH:54]=[CH:55][CH:56]=[CH:57]5)[CH:46]=[CH:47][CH:48]=[CH:49]4)[CH2:13][C@H:14]2[C:28](=[O:29])[NH:27][C@:26]2([C:31]([O:33][CH2:34][CH3:35])=[O:32])[CH2:30][C@H:25]2[CH:24]=[CH:23][CH2:22][CH2:21][CH2:20][CH2:19][CH2:18]1)=[O:38])([CH3:43])([CH3:42])[CH3:41].[C:40]([O:39][C:37]([NH:36][C@@H:17]1[C:16](=[O:44])[N:15]2[CH2:45][C@H:12]([O:11][C:46]3[C:59]4[C:50](=[N:51][CH:52]=[C:53]5[C:58]=4[CH:57]=[CH:56][CH:55]=[CH:54]5)[CH:49]=[CH:48][CH:47]=3)[CH2:13][C@H:14]2[C:28](=[O:29])[NH:27][C@:26]2([C:31]([O:33][CH2:34][CH3:35])=[O:32])[CH2:30][C@H:25]2[CH:24]=[CH:23][CH2:22][CH2:21][CH2:20][CH2:19][CH2:18]1)=[O:38])([CH3:43])([CH3:41])[CH3:42]. The catalyst class is: 374. (5) Reactant: C([O:8][C:9](=O)[NH:10][C:11]1[S:15][C:14]2[C:16]([C:22]3[CH:27]=[CH:26][CH:25]=[CH:24][CH:23]=3)=[CH:17][CH:18]=[C:19]([O:20][CH3:21])[C:13]=2[CH:12]=1)C1C=CC=CC=1.[NH:29]1[CH2:34][CH2:33][S:32][CH2:31][CH2:30]1. Product: [CH3:21][O:20][C:19]1[C:13]2[CH:12]=[C:11]([NH:10][C:9]([N:29]3[CH2:34][CH2:33][S:32][CH2:31][CH2:30]3)=[O:8])[S:15][C:14]=2[C:16]([C:22]2[CH:27]=[CH:26][CH:25]=[CH:24][CH:23]=2)=[CH:17][CH:18]=1. The catalyst class is: 12. (6) Reactant: C(OC([NH:8][CH:9]1[CH2:14][CH2:13][N:12]([C:15]2[N:16]([CH2:39][C:40]([OH:42])=[O:41])[C:17](=[O:38])[C:18]([C:30]3[CH:35]=[CH:34][C:33]([O:36][CH3:37])=[CH:32][CH:31]=3)=[C:19]([C:21]3[CH:26]=[CH:25][C:24]([C:27]#[N:28])=[C:23]([F:29])[CH:22]=3)[N:20]=2)[CH2:11][CH2:10]1)=O)(C)(C)C.Cl. Product: [NH2:8][CH:9]1[CH2:14][CH2:13][N:12]([C:15]2[N:16]([CH2:39][C:40]([OH:42])=[O:41])[C:17](=[O:38])[C:18]([C:30]3[CH:35]=[CH:34][C:33]([O:36][CH3:37])=[CH:32][CH:31]=3)=[C:19]([C:21]3[CH:26]=[CH:25][C:24]([C:27]#[N:28])=[C:23]([F:29])[CH:22]=3)[N:20]=2)[CH2:11][CH2:10]1. The catalyst class is: 425. (7) Reactant: [F:1][C:2]([F:12])([F:11])[C:3]1[C:4]([NH:9][NH2:10])=[N:5][CH:6]=[CH:7][CH:8]=1.[I:13][C:14]1[CH:19]=[CH:18][N:17]=[C:16](F)[C:15]=1[CH:21]=O. Product: [I:13][C:14]1[CH:19]=[CH:18][N:17]=[C:16]2[N:9]([C:4]3[C:3]([C:2]([F:1])([F:11])[F:12])=[CH:8][CH:7]=[CH:6][N:5]=3)[N:10]=[CH:21][C:15]=12. The catalyst class is: 37. (8) Reactant: Cl.[CH2:2]([O:9][C:10]1[CH:19]=[C:18]2[C:13]([C:14]([Cl:20])=[N:15][CH:16]=[N:17]2)=[CH:12][C:11]=1[O:21][CH3:22])[C:3]1[CH:8]=[CH:7][CH:6]=[CH:5][CH:4]=1.[Br:23][C:24]1[CH:30]=[CH:29][C:27]([NH2:28])=[C:26]([F:31])[CH:25]=1. Product: [ClH:20].[CH2:2]([O:9][C:10]1[CH:19]=[C:18]2[C:13]([C:14]([NH:28][C:27]3[CH:29]=[CH:30][C:24]([Br:23])=[CH:25][C:26]=3[F:31])=[N:15][CH:16]=[N:17]2)=[CH:12][C:11]=1[O:21][CH3:22])[C:3]1[CH:8]=[CH:7][CH:6]=[CH:5][CH:4]=1. The catalyst class is: 41. (9) Reactant: [C:1]([O:10][CH3:11])(=[O:9])[C:2]1[C:3](=[CH:5][CH:6]=[CH:7][CH:8]=1)[OH:4].[F:12][C:13]1[CH:14]=[C:15]([CH:18]=[CH:19][CH:20]=1)[CH2:16]Br.C(=O)([O-])[O-].[K+].[K+].C(OCC)(=O)C. Product: [F:12][C:13]1[CH:14]=[C:15]([CH:18]=[CH:19][CH:20]=1)[CH2:16][O:4][C:3]1[CH:5]=[CH:6][CH:7]=[CH:8][C:2]=1[C:1]([O:10][CH3:11])=[O:9]. The catalyst class is: 9.